From a dataset of TCR-epitope binding with 47,182 pairs between 192 epitopes and 23,139 TCRs. Binary Classification. Given a T-cell receptor sequence (or CDR3 region) and an epitope sequence, predict whether binding occurs between them. (1) Result: 1 (the TCR binds to the epitope). The epitope is KLGGALQAK. The TCR CDR3 sequence is CASSQDDTTYEQYF. (2) The epitope is IIKDYGKQM. The TCR CDR3 sequence is CASSPRDFSPTDTQYF. Result: 1 (the TCR binds to the epitope). (3) The epitope is LLSAGIFGA. The TCR CDR3 sequence is CASSLLGLQGSYNEQFF. Result: 0 (the TCR does not bind to the epitope).